This data is from Reaction yield outcomes from USPTO patents with 853,638 reactions. The task is: Predict the reaction yield, written as a fraction of the theoretical maximum amount of product (1.0 means a 100% yield; for example, 0.34 means a 34% yield). The reactants are Cl.C(O[C:5]([C:7]1[CH:8]=[C:9]2[C:13](=[CH:14][CH:15]=1)[NH:12][N:11]=[C:10]2[C:16]1[CH:21]=[CH:20][C:19]([F:22])=[CH:18][CH:17]=1)=[NH:6])C.[O:23]1[CH:27]=[CH:26][CH:25]=[C:24]1[C:28]([NH:30][NH2:31])=O. No catalyst specified. The product is [F:22][C:19]1[CH:18]=[CH:17][C:16]([C:10]2[C:9]3[C:13](=[CH:14][CH:15]=[C:7]([C:5]4[NH:6][C:28]([C:24]5[O:23][CH:27]=[CH:26][CH:25]=5)=[N:30][N:31]=4)[CH:8]=3)[NH:12][N:11]=2)=[CH:21][CH:20]=1. The yield is 0.150.